Predict the product of the given reaction. From a dataset of Forward reaction prediction with 1.9M reactions from USPTO patents (1976-2016). (1) Given the reactants C[C:2]1(C)[C:28]2[C:23](=[C:24](P(C3C=CC=CC=3)C3C=CC=CC=3)[CH:25]=[CH:26][CH:27]=2)O[C:4]2[C:5](P(C3C=CC=CC=3)C3C=CC=CC=3)=[CH:6][CH:7]=[CH:8][C:3]1=2.BrC1C=CC([CH2:50][S:51](CC2C=CC(Br)=CC=2)(=[O:53])=[O:52])=CC=1.C(C1[C:66](C)=[N:67]C=CC=1)(=O)C.[O-:72]P([O-])([O-])=O.[K+].[K+].[K+], predict the reaction product. The product is: [CH3:27][C:26]1[N:67]=[CH:66][C:23]([C:28](=[O:72])[CH2:2][C:3]2[CH:4]=[CH:5][C:6]([S:51]([CH3:50])(=[O:53])=[O:52])=[CH:7][CH:8]=2)=[CH:24][CH:25]=1. (2) The product is: [CH3:1][C:2]1[C:10]2[CH2:9][CH2:8][C:7]3[CH:11]=[CH:12][CH:13]=[CH:14][C:6]=3[C:5]=2[N:4]([C:15]2[CH:16]=[CH:17][C:18]([O:21][CH2:23][CH2:24][CH2:25][N:26]3[CH2:30][CH2:29][CH2:28][CH2:27]3)=[CH:19][CH:20]=2)[N:3]=1. Given the reactants [CH3:1][C:2]1[C:10]2[CH2:9][CH2:8][C:7]3[CH:11]=[CH:12][CH:13]=[CH:14][C:6]=3[C:5]=2[N:4]([C:15]2[CH:20]=[CH:19][C:18]([OH:21])=[CH:17][CH:16]=2)[N:3]=1.Cl[CH2:23][CH2:24][CH2:25][N:26]1[CH2:30][CH2:29][CH2:28][CH2:27]1.[H-].[Na+].[I-].[Na+].C(=O)(O)[O-].[Na+], predict the reaction product. (3) Given the reactants [H-].[Na+].[CH3:3][O:4][C:5]1[CH:12]=[CH:11][C:8]([CH2:9][OH:10])=[CH:7][CH:6]=1.[Br:13][C:14]1[C:15](Cl)=[N:16][CH:17]=[CH:18][CH:19]=1, predict the reaction product. The product is: [Br:13][C:14]1[C:15]([O:10][CH2:9][C:8]2[CH:11]=[CH:12][C:5]([O:4][CH3:3])=[CH:6][CH:7]=2)=[N:16][CH:17]=[CH:18][CH:19]=1. (4) Given the reactants [CH2:1]1[C:9]2[C:4](=[CH:5][CH:6]=[CH:7][CH:8]=2)[CH2:3][CH:2]1[C:10]([OH:12])=O.[NH:13]1[CH2:18][CH:17]=[C:16]([C:19]2[C:27]3[C:22](=[CH:23][CH:24]=[CH:25][CH:26]=3)[NH:21][CH:20]=2)[CH2:15][CH2:14]1, predict the reaction product. The product is: [CH2:3]1[C:4]2[C:9](=[CH:8][CH:7]=[CH:6][CH:5]=2)[CH2:1][CH:2]1[C:10]([N:13]1[CH2:14][CH:15]=[C:16]([C:19]2[C:27]3[C:22](=[CH:23][CH:24]=[CH:25][CH:26]=3)[NH:21][CH:20]=2)[CH2:17][CH2:18]1)=[O:12]. (5) Given the reactants [C:1]([NH:8][C@@H:9]([C:13]([OH:15])=O)[CH:10]([CH3:12])[CH3:11])([O:3][C:4]([CH3:7])([CH3:6])[CH3:5])=[O:2].C(Cl)CCl.C1C=CC2N(O)N=NC=2C=1.Cl.[Cl:31][C:32]1[CH:37]=[CH:36][C:35]([C:38]2([OH:46])[CH2:43][CH2:42][NH:41][CH2:40][C:39]2([CH3:45])[CH3:44])=[CH:34][C:33]=1[O:47][CH3:48].CCN(C(C)C)C(C)C, predict the reaction product. The product is: [Cl:31][C:32]1[CH:37]=[CH:36][C:35]([C:38]2([OH:46])[CH2:43][CH2:42][N:41]([C:13](=[O:15])[C@H:9]([NH:8][C:1](=[O:2])[O:3][C:4]([CH3:5])([CH3:6])[CH3:7])[CH:10]([CH3:11])[CH3:12])[CH2:40][C:39]2([CH3:44])[CH3:45])=[CH:34][C:33]=1[O:47][CH3:48]. (6) The product is: [F:23][C:22]([F:25])([F:24])[S:19]([O:1][C:2]1[CH2:6][O:5][C:4](=[O:7])[C:3]=1[CH:8]([CH3:10])[CH3:9])(=[O:21])=[O:20]. Given the reactants [OH:1][C:2]1[CH2:6][O:5][C:4](=[O:7])[C:3]=1[CH:8]([CH3:10])[CH3:9].N1C(C)=CC=CC=1C.[S:19](O[S:19]([C:22]([F:25])([F:24])[F:23])(=[O:21])=[O:20])([C:22]([F:25])([F:24])[F:23])(=[O:21])=[O:20], predict the reaction product.